Dataset: Catalyst prediction with 721,799 reactions and 888 catalyst types from USPTO. Task: Predict which catalyst facilitates the given reaction. Reactant: [CH3:1][O:2][C:3]1[N:8]=[CH:7][C:6]([NH:9][C:10]2[C:17]([C:18]3[N:26]=[C:25]([CH3:27])[N:24]=[C:23]4[C:19]=3[N:20]=[CH:21][N:22]4[CH:28]3[CH2:33][CH2:32][CH2:31][CH2:30][O:29]3)=[CH:16][C:13]([CH:14]=[O:15])=[CH:12][N:11]=2)=[CH:5][CH:4]=1.[CH3:34][Mg]Br.[Cl-].[NH4+]. Product: [CH3:1][O:2][C:3]1[N:8]=[CH:7][C:6]([NH:9][C:10]2[N:11]=[CH:12][C:13]([CH:14]([OH:15])[CH3:34])=[CH:16][C:17]=2[C:18]2[N:26]=[C:25]([CH3:27])[N:24]=[C:23]3[C:19]=2[N:20]=[CH:21][N:22]3[CH:28]2[CH2:33][CH2:32][CH2:31][CH2:30][O:29]2)=[CH:5][CH:4]=1. The catalyst class is: 20.